From a dataset of Forward reaction prediction with 1.9M reactions from USPTO patents (1976-2016). Predict the product of the given reaction. (1) Given the reactants [F:1][C:2]1[CH:3]=[CH:4][C:5]([O:15][CH3:16])=[C:6]([C:8]([CH3:14])([CH3:13])[CH2:9][C:10](=[O:12])[CH3:11])[CH:7]=1.[Br-:17].[Br-].[Br-].C([N+](C)(C)C)C1C=CC=CC=1.C([N+](C)(C)C)C1C=CC=CC=1.C([N+](C)(C)C)C1C=CC=CC=1, predict the reaction product. The product is: [Br:17][CH2:11][C:10](=[O:12])[CH2:9][C:8]([C:6]1[CH:7]=[C:2]([F:1])[CH:3]=[CH:4][C:5]=1[O:15][CH3:16])([CH3:13])[CH3:14]. (2) Given the reactants Cl.Cl.[NH:3]1[C:11]2[C:6](=[CH:7][C:8]([NH:12][C:13]3[C:22]4[C:17](=[CH:18][C:19]([O:34][CH3:35])=[C:20]([O:23][CH2:24][CH2:25][N:26]5[CH2:30][CH2:29][C@H:28]([N:31]([CH3:33])[CH3:32])[CH2:27]5)[CH:21]=4)[N:16]=[C:15]([C:36]4[CH:37]=[C:38]([NH:42][C:43](=[O:47])[CH2:44][CH2:45][CH3:46])[CH:39]=[CH:40][CH:41]=4)[N:14]=3)=[CH:9][CH:10]=2)[CH:5]=[N:4]1, predict the reaction product. The product is: [NH:3]1[C:11]2[C:6](=[CH:7][C:8]([NH:12][C:13]3[C:22]4[C:17](=[CH:18][C:19]([O:34][CH3:35])=[C:20]([O:23][CH2:24][CH2:25][N:26]5[CH2:30][CH2:29][C@H:28]([N:31]([CH3:33])[CH3:32])[CH2:27]5)[CH:21]=4)[N:16]=[C:15]([C:36]4[CH:37]=[C:38]([NH:42][C:43](=[O:47])[CH2:44][CH2:45][CH3:46])[CH:39]=[CH:40][CH:41]=4)[N:14]=3)=[CH:9][CH:10]=2)[CH:5]=[N:4]1.